Dataset: Peptide-MHC class II binding affinity with 134,281 pairs from IEDB. Task: Regression. Given a peptide amino acid sequence and an MHC pseudo amino acid sequence, predict their binding affinity value. This is MHC class II binding data. (1) The peptide sequence is NVTENFNMWKNNMVEQMH. The MHC is DRB4_0101 with pseudo-sequence DRB4_0103. The binding affinity (normalized) is 0.755. (2) The peptide sequence is LMYEIVGGRFRLKGR. The MHC is DRB1_0101 with pseudo-sequence DRB1_0101. The binding affinity (normalized) is 0.624. (3) The MHC is DRB1_0301 with pseudo-sequence DRB1_0301. The peptide sequence is SGIAFGSMAKKGDEQ. The binding affinity (normalized) is 0. (4) The binding affinity (normalized) is 0. The MHC is HLA-DPA10103-DPB10401 with pseudo-sequence HLA-DPA10103-DPB10401. The peptide sequence is ELSAQYAEAASEVEE. (5) The peptide sequence is EKKYFAATQFGPLAA. The MHC is HLA-DQA10401-DQB10402 with pseudo-sequence HLA-DQA10401-DQB10402. The binding affinity (normalized) is 0.207. (6) The peptide sequence is AEGLSGEPKGAAESS. The MHC is HLA-DPA10201-DPB10501 with pseudo-sequence HLA-DPA10201-DPB10501. The binding affinity (normalized) is 0.261. (7) The peptide sequence is LRILNTRRKLLLIFD. The MHC is DRB1_0101 with pseudo-sequence DRB1_0101. The binding affinity (normalized) is 0.692. (8) The peptide sequence is FHGSDGCWYPMEIRP. The MHC is HLA-DQA10601-DQB10402 with pseudo-sequence HLA-DQA10601-DQB10402. The binding affinity (normalized) is 0.307. (9) The peptide sequence is GAYFVSSGKYEGGNI. The MHC is DRB5_0101 with pseudo-sequence DRB5_0101. The binding affinity (normalized) is 0.524. (10) The peptide sequence is TMKNKAWMVHRQWFF. The MHC is DRB1_0401 with pseudo-sequence DRB1_0401. The binding affinity (normalized) is 0.459.